From a dataset of Catalyst prediction with 721,799 reactions and 888 catalyst types from USPTO. Predict which catalyst facilitates the given reaction. Reactant: COCO[C:5]1[C:14](C)=[C:13](C)[C:12]2OC(C)(C)[CH2:9][CH2:8][C:7]=2[C:6]=1C=O.C([O-])(=O)C.[NH4+].[N+:26](C)([O-:28])=[O:27]. Product: [N+:26]([CH:9]=[CH:8][C:7]1[CH:12]=[CH:13][CH:14]=[CH:5][CH:6]=1)([O-:28])=[O:27]. The catalyst class is: 25.